Dataset: Catalyst prediction with 721,799 reactions and 888 catalyst types from USPTO. Task: Predict which catalyst facilitates the given reaction. (1) Reactant: [CH:1]([C:3]1[NH:7][CH:6]=[C:5]([C:8]([O:10]CC)=[O:9])[C:4]=1[CH3:13])=[O:2].[OH-].[Na+].Cl. Product: [CH:1]([C:3]1[NH:7][CH:6]=[C:5]([C:8]([OH:10])=[O:9])[C:4]=1[CH3:13])=[O:2]. The catalyst class is: 5. (2) The catalyst class is: 8. Product: [OH:28][CH2:27][C@H:23]1[N:24]([CH2:3][CH:2]([OH:1])[C:4]2[CH:13]=[CH:12][C:7]3[C:8](=[O:11])[O:9][CH2:10][C:6]=3[CH:5]=2)[CH2:25][CH2:26][N:21]([C:14]([O:16][C:17]([CH3:20])([CH3:19])[CH3:18])=[O:15])[CH2:22]1. Reactant: [O:1]1[CH2:3][CH:2]1[C:4]1[CH:13]=[CH:12][C:7]2[C:8](=[O:11])[O:9][CH2:10][C:6]=2[CH:5]=1.[C:14]([N:21]1[CH2:26][CH2:25][NH:24][C@H:23]([CH2:27][OH:28])[CH2:22]1)([O:16][C:17]([CH3:20])([CH3:19])[CH3:18])=[O:15]. (3) Reactant: [I:1][C:2]1[C:3]([CH3:10])=[N:4][N:5]([CH3:9])[C:6]=1[CH2:7][OH:8].O[C:12]1[CH:17]=[CH:16][C:15]([C:18]([F:21])([F:20])[F:19])=[CH:14][CH:13]=1.N(C(OC(C)C)=O)=NC(OC(C)C)=O.C1(P(C2C=CC=CC=2)C2C=CC=CC=2)C=CC=CC=1. Product: [I:1][C:2]1[C:3]([CH3:10])=[N:4][N:5]([CH3:9])[C:6]=1[CH2:7][O:8][C:12]1[CH:17]=[CH:16][C:15]([C:18]([F:21])([F:20])[F:19])=[CH:14][CH:13]=1. The catalyst class is: 132.